From a dataset of Catalyst prediction with 721,799 reactions and 888 catalyst types from USPTO. Predict which catalyst facilitates the given reaction. (1) Reactant: [F:1][C:2]1[N:7]=[C:6]([C:8]2[N:9]([CH2:13][C:14]3[N:19]=[N:18][C:17]([NH2:20])=[CH:16][C:15]=3[CH2:21][CH2:22][CH3:23])[CH:10]=[CH:11][N:12]=2)[CH:5]=[CH:4][CH:3]=1.Br[CH2:25][C:26](=O)[C:27]([CH3:30])([CH3:29])[CH3:28]. Product: [C:27]([C:26]1[N:20]=[C:17]2[CH:16]=[C:15]([CH2:21][CH2:22][CH3:23])[C:14]([CH2:13][N:9]3[CH:10]=[CH:11][N:12]=[C:8]3[C:6]3[CH:5]=[CH:4][CH:3]=[C:2]([F:1])[N:7]=3)=[N:19][N:18]2[CH:25]=1)([CH3:30])([CH3:29])[CH3:28]. The catalyst class is: 3. (2) The catalyst class is: 19. Reactant: Cl[C:2]1[CH:26]=[CH:25][C:5]2[S:6][C:7]([C:10]3[N:14]4[N:15]=[C:16]([NH:19][CH2:20][CH2:21][CH2:22][CH2:23][OH:24])[CH:17]=[CH:18][C:13]4=[N:12][CH:11]=3)=[C:8]([CH3:9])[C:4]=2[CH:3]=1.[H][H]. Product: [CH3:9][C:8]1[C:4]2[CH:3]=[CH:2][CH:26]=[CH:25][C:5]=2[S:6][C:7]=1[C:10]1[N:14]2[N:15]=[C:16]([NH:19][CH2:20][CH2:21][CH2:22][CH2:23][OH:24])[CH:17]=[CH:18][C:13]2=[N:12][CH:11]=1. (3) Reactant: [F:1][C:2]([F:27])([F:26])[C@H:3]1[CH2:8][CH2:7][C@H:6]([NH:9][C:10](=[O:25])[C:11]2[CH:16]=[C:15]([NH2:17])[C:14]([NH:18][CH3:19])=[CH:13][C:12]=2[N:20]([CH3:24])[CH2:21][C:22]#[CH:23])[CH2:5][CH2:4]1.[Cl:28][C:29]1[C:42]([N:43]=[C:44]=S)=[C:41]([Cl:46])[CH:40]=[CH:39][C:30]=1[CH2:31][NH:32][C:33](=[O:38])[C:34]([CH3:37])([CH3:36])[CH3:35].CC(C)N=C=NC(C)C. Product: [F:1][C:2]([F:26])([F:27])[C@H:3]1[CH2:8][CH2:7][C@H:6]([NH:9][C:10]([C:11]2[C:12]([N:20]([CH3:24])[CH2:21][C:22]#[CH:23])=[CH:13][C:14]3[N:18]([CH3:19])[C:44]([NH:43][C:42]4[C:41]([Cl:46])=[CH:40][CH:39]=[C:30]([CH2:31][NH:32][C:33](=[O:38])[C:34]([CH3:37])([CH3:36])[CH3:35])[C:29]=4[Cl:28])=[N:17][C:15]=3[CH:16]=2)=[O:25])[CH2:5][CH2:4]1. The catalyst class is: 3.